This data is from Full USPTO retrosynthesis dataset with 1.9M reactions from patents (1976-2016). The task is: Predict the reactants needed to synthesize the given product. (1) Given the product [F:38][C:32]1[CH:33]=[C:34]([F:37])[CH:35]=[CH:36][C:31]=1[C@:15]([OH:14])([C@H:22]([C:24]1[C:29]([F:30])=[CH:28][N:27]=[CH:26][N:25]=1)[CH3:23])[CH2:16][N:17]1[CH:21]=[N:20][CH:19]=[N:18]1, predict the reactants needed to synthesize it. The reactants are: CC1(C)[C@@H]2CC[C@]1(CS([O:14][C@@:15]([C:31]1[CH:36]=[CH:35][C:34]([F:37])=[CH:33][C:32]=1[F:38])([C@H:22]([C:24]1[C:29]([F:30])=[CH:28][N:27]=[CH:26][N:25]=1)[CH3:23])[CH2:16][N:17]1[CH:21]=[N:20][CH:19]=[N:18]1)(=O)=O)C(=O)C2.CCO.C([O-])(=O)C.[Na+]. (2) Given the product [O:1]1[CH2:6][CH2:5][CH2:4][CH2:3][CH:2]1[O:7][C:8]1[CH:13]=[CH:12][C:11]([O:14][CH:16]([C:20]2[CH:21]=[CH:22][C:23]([C:24]#[N:25])=[CH:26][CH:27]=2)[CH2:17][CH:18]=[CH2:19])=[CH:10][CH:9]=1, predict the reactants needed to synthesize it. The reactants are: [O:1]1[CH2:6][CH2:5][CH2:4][CH2:3][CH:2]1[O:7][C:8]1[CH:13]=[CH:12][C:11]([OH:14])=[CH:10][CH:9]=1.O[CH:16]([C:20]1[CH:27]=[CH:26][C:23]([C:24]#[N:25])=[CH:22][CH:21]=1)[CH2:17][CH:18]=[CH2:19].C1CCN(C(N=NC(N2CCCCC2)=O)=O)CC1.